Dataset: NCI-60 drug combinations with 297,098 pairs across 59 cell lines. Task: Regression. Given two drug SMILES strings and cell line genomic features, predict the synergy score measuring deviation from expected non-interaction effect. (1) Drug 1: COC1=CC(=CC(=C1O)OC)C2C3C(COC3=O)C(C4=CC5=C(C=C24)OCO5)OC6C(C(C7C(O6)COC(O7)C8=CC=CS8)O)O. Drug 2: C(CC(=O)O)C(=O)CN.Cl. Cell line: SK-OV-3. Synergy scores: CSS=31.3, Synergy_ZIP=-10.4, Synergy_Bliss=-3.23, Synergy_Loewe=-20.1, Synergy_HSA=-2.47. (2) Drug 1: CCC1=C2CN3C(=CC4=C(C3=O)COC(=O)C4(CC)O)C2=NC5=C1C=C(C=C5)O. Drug 2: C1=CC=C(C(=C1)C(C2=CC=C(C=C2)Cl)C(Cl)Cl)Cl. Cell line: OVCAR-8. Synergy scores: CSS=20.9, Synergy_ZIP=-2.89, Synergy_Bliss=0.930, Synergy_Loewe=-26.3, Synergy_HSA=-1.17.